Dataset: Full USPTO retrosynthesis dataset with 1.9M reactions from patents (1976-2016). Task: Predict the reactants needed to synthesize the given product. (1) Given the product [CH:7]1([C:10]([O:4][C:2]([CH3:5])([CH3:3])[CH3:1])=[O:11])[CH2:9][CH2:8]1, predict the reactants needed to synthesize it. The reactants are: [CH3:1][C:2]([CH3:5])([O-:4])[CH3:3].[K+].[CH:7]1([C:10](Cl)=[O:11])[CH2:9][CH2:8]1. (2) Given the product [C:4]([CH:6]([CH2:39][CH2:38][CH2:37][CH2:36][CH2:35][CH2:34][CH2:33][CH2:32][CH2:31][CH2:30][CH2:29][CH3:28])[CH2:7][CH2:8][P:9](=[O:10])([O:14][CH2:15][CH3:16])[O:11][CH2:12][CH3:13])([O:3][CH2:2][CH3:1])=[O:5], predict the reactants needed to synthesize it. The reactants are: [CH3:1][CH2:2][O:3][C:4]([CH2:6][CH2:7][CH2:8][P:9]([O:14][CH2:15][CH3:16])([O:11][CH2:12][CH3:13])=[O:10])=[O:5].C[Si]([N-][Si](C)(C)C)(C)C.[K+].I[CH2:28][CH2:29][CH2:30][CH2:31][CH2:32][CH2:33][CH2:34][CH2:35][CH2:36][CH2:37][CH2:38][CH3:39]. (3) Given the product [CH3:58][O:57][CH2:56][CH2:55][CH2:54][N:49]1[C:48]2[CH:59]=[C:44]([CH2:43][O:42][CH:30]3[CH:29]([C:26]4[CH:27]=[CH:28][C:23]([C:21]([N:10]5[CH2:11][CH2:12][CH:7]([C:1]6[CH:6]=[CH:5][CH:4]=[CH:3][CH:2]=6)[CH2:8][CH2:9]5)=[O:22])=[CH:24][CH:25]=4)[CH2:34][CH2:33][N:32]([C:35]([O:37][C:38]([CH3:41])([CH3:40])[CH3:39])=[O:36])[CH2:31]3)[CH:45]=[CH:46][C:47]=2[O:52][CH2:51][C:50]1=[O:53], predict the reactants needed to synthesize it. The reactants are: [C:1]1([CH:7]2[CH2:12][CH2:11][NH:10][CH2:9][CH2:8]2)[CH:6]=[CH:5][CH:4]=[CH:3][CH:2]=1.C(N(CC)CC)C.Cl[C:21]([C:23]1[CH:28]=[CH:27][C:26]([CH:29]2[CH2:34][CH2:33][N:32]([C:35]([O:37][C:38]([CH3:41])([CH3:40])[CH3:39])=[O:36])[CH2:31][CH:30]2[O:42][CH2:43][C:44]2[CH:45]=[CH:46][C:47]3[O:52][CH2:51][C:50](=[O:53])[N:49]([CH2:54][CH2:55][CH2:56][O:57][CH3:58])[C:48]=3[CH:59]=2)=[CH:25][CH:24]=1)=[O:22].C(=O)([O-])O.[Na+]. (4) Given the product [CH3:1][O:2][C:3]1[CH:10]=[C:9]([O:11][CH3:12])[CH:8]=[CH:7][C:4]=1[CH2:5][NH:21][C:17]1[S:16][N:15]=[CH:14][N:18]=1, predict the reactants needed to synthesize it. The reactants are: [CH3:1][O:2][C:3]1[CH:10]=[C:9]([O:11][CH3:12])[CH:8]=[CH:7][C:4]=1[CH:5]=O.N[C:14]1[N:18]=[CH:17][S:16][N:15]=1.CC[N:21](CC)CC.[BH4-].[Na+]. (5) Given the product [CH3:1][C:2]1[N:6]([CH3:7])[C:5](=[O:8])[C:4](=[CH:9][C:10]2[CH:15]=[CH:14][CH:13]=[CH:12][C:11]=2[OH:16])[N:3]=1, predict the reactants needed to synthesize it. The reactants are: [CH3:1][C:2]1[N:6]([CH3:7])[C:5](=[O:8])[C:4](=[CH:9][C:10]2[CH:15]=[CH:14][CH:13]=[CH:12][C:11]=2[O:16]C)[N:3]=1.B(Br)(Br)Br. (6) Given the product [CH3:36][C:37]([C:2]1[NH:1][C:9]2[C:4]([C:3]=1[CH2:10][CH2:11][N:12]1[C:13](=[O:22])[C:14]3[C:19](=[CH:18][CH:17]=[CH:16][CH:15]=3)[C:20]1=[O:21])=[CH:5][CH:6]=[CH:7][CH:8]=2)([CH3:49])[CH:38]=[CH2:39], predict the reactants needed to synthesize it. The reactants are: [NH:1]1[C:9]2[C:4](=[CH:5][CH:6]=[CH:7][CH:8]=2)[C:3]([CH2:10][CH2:11][N:12]2[C:20](=[O:21])[C:19]3[C:14](=[CH:15][CH:16]=[CH:17][CH:18]=3)[C:13]2=[O:22])=[CH:2]1.CCN(CC)CC.C(OCl)(C)(C)C.[CH3:36][C:37]([CH3:49])=[CH:38][CH2:39]B1C2CCCC1CCC2. (7) Given the product [CH3:1][O:2][C:3]1[CH:8]=[C:7]([C:9]([N:11]2[C:17]3[CH:18]=[CH:19][CH:20]=[CH:21][C:16]=3[CH2:15][N:14]3[C:22]([C:25]([N:62]([CH3:61])[CH2:63][C:64]4[CH:65]=[N:66][CH:67]=[CH:68][CH:69]=4)=[O:26])=[CH:23][CH:24]=[C:13]3[CH2:12]2)=[O:10])[CH:6]=[CH:5][C:4]=1[C:28]1[CH:33]=[CH:32][CH:31]=[CH:30][C:29]=1[C:34]([F:37])([F:36])[F:35], predict the reactants needed to synthesize it. The reactants are: [CH3:1][O:2][C:3]1[CH:8]=[C:7]([C:9]([N:11]2[C:17]3[CH:18]=[CH:19][CH:20]=[CH:21][C:16]=3[CH2:15][N:14]3[C:22]([C:25](O)=[O:26])=[CH:23][CH:24]=[C:13]3[CH2:12]2)=[O:10])[CH:6]=[CH:5][C:4]=1[C:28]1[CH:33]=[CH:32][CH:31]=[CH:30][C:29]=1[C:34]([F:37])([F:36])[F:35].Cl.CN(C)CCCN=C=NCC.O.ON1C2C=CC=CC=2N=N1.[CH3:61][NH:62][CH2:63][C:64]1[CH:65]=[N:66][CH:67]=[CH:68][CH:69]=1. (8) Given the product [CH3:32][O:31][CH2:30][CH2:29][O:28][CH2:27][CH2:26][N:1]1[C:9]2[C:4](=[CH:5][CH:6]=[CH:7][CH:8]=2)[C@@:3]2([C:21]3[C:12](=[CH:13][C:14]4[O:19][CH2:18][CH2:17][O:16][C:15]=4[CH:20]=3)[O:11][CH2:10]2)[C:2]1=[O:22], predict the reactants needed to synthesize it. The reactants are: [NH:1]1[C:9]2[C:4](=[CH:5][CH:6]=[CH:7][CH:8]=2)[C@@:3]2([C:21]3[C:12](=[CH:13][C:14]4[O:19][CH2:18][CH2:17][O:16][C:15]=4[CH:20]=3)[O:11][CH2:10]2)[C:2]1=[O:22].[H-].[Na+].Br[CH2:26][CH2:27][O:28][CH2:29][CH2:30][O:31][CH3:32]. (9) Given the product [F:27][C:28]1[CH:29]=[CH:30][CH:31]=[C:32]2[C:36]=1[NH:35][CH:34]=[C:33]2[C:37]1[CH2:38][CH2:39][N:40]([CH2:12][CH:13]2[O:14][C:15]3[C:16](=[CH:17][CH:18]=[C:19]4[N:20]=[C:21]([CH3:24])[O:22][C:23]4=3)[O:25][CH2:26]2)[CH2:41][CH:42]=1, predict the reactants needed to synthesize it. The reactants are: CC1C=CC(S(O[CH2:12][C@H:13]2[CH2:26][O:25][C:16]3[CH:17]=[CH:18][C:19]4[N:20]=[C:21]([CH3:24])[O:22][C:23]=4[C:15]=3[O:14]2)(=O)=O)=CC=1.[F:27][C:28]1[CH:29]=[CH:30][CH:31]=[C:32]2[C:36]=1[NH:35][CH:34]=[C:33]2[C:37]1[CH2:38][CH2:39][NH:40][CH2:41][CH:42]=1. (10) Given the product [NH2:22][C:18]1[CH:17]=[C:16]([NH:15][C:3]2[C:2]([Cl:1])=[CH:7][N:6]=[C:5]([NH:8][C:9]3[S:13][N:12]=[C:11]([CH3:14])[CH:10]=3)[N:4]=2)[CH:21]=[CH:20][CH:19]=1, predict the reactants needed to synthesize it. The reactants are: [Cl:1][C:2]1[C:3]([NH:15][C:16]2[CH:21]=[CH:20][CH:19]=[C:18]([N+:22]([O-])=O)[CH:17]=2)=[N:4][C:5]([NH:8][C:9]2[S:13][N:12]=[C:11]([CH3:14])[CH:10]=2)=[N:6][CH:7]=1.